From a dataset of Catalyst prediction with 721,799 reactions and 888 catalyst types from USPTO. Predict which catalyst facilitates the given reaction. Reactant: [NH2:1][C:2]12[CH2:9][C:6]([CH2:10][OH:11])([CH2:7][CH2:8]1)[CH2:5][CH2:4][CH2:3]2.[N:12]1[CH:17]=[CH:16][N:15]=[CH:14][C:13]=1[C:18](O)=[O:19].CCN(C(C)C)C(C)C.CN(C(ON1N=NC2C=CC=NC1=2)=[N+](C)C)C.F[P-](F)(F)(F)(F)F. Product: [OH:11][CH2:10][C:6]12[CH2:9][C:2]([NH:1][C:18]([C:13]3[CH:14]=[N:15][CH:16]=[CH:17][N:12]=3)=[O:19])([CH2:8][CH2:7]1)[CH2:3][CH2:4][CH2:5]2. The catalyst class is: 3.